Task: Predict which catalyst facilitates the given reaction.. Dataset: Catalyst prediction with 721,799 reactions and 888 catalyst types from USPTO (1) The catalyst class is: 2. Product: [Si:1]([O:8][CH:9]1[CH2:12][N:11]([C:13]([C:15]2[S:23][C:22]3[C:17](=[N:18][CH:19]=[CH:20][C:21]=3[O:35][C:27]3[CH:28]=[CH:29][C:30]([N+:32]([O-:34])=[O:33])=[CH:31][C:26]=3[F:25])[CH:16]=2)=[O:14])[CH2:10]1)([C:4]([CH3:7])([CH3:6])[CH3:5])([CH3:3])[CH3:2]. Reactant: [Si:1]([O:8][CH:9]1[CH2:12][N:11]([C:13]([C:15]2[S:23][C:22]3[C:17](=[N:18][CH:19]=[CH:20][C:21]=3Cl)[CH:16]=2)=[O:14])[CH2:10]1)([C:4]([CH3:7])([CH3:6])[CH3:5])([CH3:3])[CH3:2].[F:25][C:26]1[CH:31]=[C:30]([N+:32]([O-:34])=[O:33])[CH:29]=[CH:28][C:27]=1[OH:35].C([O-])([O-])=O.[K+].[K+].O(C1C=CC=CC=1)C1C=CC=CC=1. (2) Reactant: [C:1]([C:5]1[C:6]([OH:13])=[C:7]([CH:10]=[CH:11][CH:12]=1)[CH:8]=[O:9])([CH3:4])([CH3:3])[CH3:2].[CH2:14](Br)[C:15]1[CH:20]=[CH:19][CH:18]=[CH:17][CH:16]=1.C([O-])([O-])=O.[K+].[K+]. Product: [CH2:14]([O:13][C:6]1[C:5]([C:1]([CH3:4])([CH3:2])[CH3:3])=[CH:12][CH:11]=[CH:10][C:7]=1[CH:8]=[O:9])[C:15]1[CH:20]=[CH:19][CH:18]=[CH:17][CH:16]=1. The catalyst class is: 23. (3) Reactant: [Br:1][C:2]1[CH:15]=[CH:14][C:13]2[C:12]3[C:7](=[CH:8][C:9](Br)=[CH:10][CH:11]=3)[CH:6]=[CH:5][C:4]=2[CH:3]=1.B(OC(C)C)(OC(C)C)[O:18]C(C)C.C([Li])CCC.Cl. Product: [Br:1][C:2]1[CH:15]=[CH:14][C:13]2[C:12]3[C:7](=[CH:8][C:9]([OH:18])=[CH:10][CH:11]=3)[CH:6]=[CH:5][C:4]=2[CH:3]=1. The catalyst class is: 134. (4) Reactant: [Cl:1][C:2]1[CH:7]=[C:6]([O:8][C:9]2[CH:10]=[CH:11][C:12](N)=[N:13][CH:14]=2)[CH:5]=[CH:4][N:3]=1.[I-:16].[K+].N(OC(C)(C)C)=O. Product: [Cl:1][C:2]1[CH:7]=[C:6]([O:8][C:9]2[CH:14]=[N:13][C:12]([I:16])=[CH:11][CH:10]=2)[CH:5]=[CH:4][N:3]=1. The catalyst class is: 91. (5) Reactant: CC(C)([O-])C.[K+].[Cl:7][C:8]1[CH:9]=[C:10]([NH:14][C:15]2[N:20]=[C:19]([C:21]3[CH:26]=[CH:25][N:24]=[C:23]([NH:27][CH2:28][CH3:29])[CH:22]=3)[CH:18]=[CH:17][N:16]=2)[CH:11]=[CH:12][CH:13]=1.Cl[CH2:31][O:32][CH3:33]. Product: [Cl:7][C:8]1[CH:9]=[C:10]([NH:14][C:15]2[N:20]=[C:19]([C:21]3[CH:26]=[CH:25][N:24]=[C:23]([N:27]([CH2:28][CH3:29])[CH2:31][O:32][CH3:33])[CH:22]=3)[CH:18]=[CH:17][N:16]=2)[CH:11]=[CH:12][CH:13]=1. The catalyst class is: 7. (6) Reactant: Br[C:2]1[CH:3]=[N:4][CH:5]=[C:6]([C:8]([F:11])([F:10])[F:9])[CH:7]=1.[B:12](OCC)([O:16]CC)[O:13]CC.[Li]CCCC.Cl. Product: [F:9][C:8]([F:11])([F:10])[C:6]1[CH:7]=[C:2]([B:12]([OH:16])[OH:13])[CH:3]=[N:4][CH:5]=1. The catalyst class is: 1. (7) The catalyst class is: 405. Product: [C:23]([C:22]1[CH:25]=[CH:26][C:19]([CH:4]2[N:5]([CH2:42][C:43]3[O:47][C:46]([C:48]([O:50][CH3:51])=[O:49])=[CH:45][CH:44]=3)[C:6](=[O:18])[N:7]([C:8]3[CH:13]=[CH:12][CH:11]=[C:10]([C:14]([F:15])([F:17])[F:16])[CH:9]=3)[C:2]([CH3:1])=[C:3]2[C:27]([C:29]2[CH:30]=[N:31][CH:32]=[CH:33][CH:34]=2)=[O:28])=[CH:20][CH:21]=1)#[N:24]. Reactant: [CH3:1][C:2]1[N:7]([C:8]2[CH:13]=[CH:12][CH:11]=[C:10]([C:14]([F:17])([F:16])[F:15])[CH:9]=2)[C:6](=[O:18])[NH:5][CH:4]([C:19]2[CH:26]=[CH:25][C:22]([C:23]#[N:24])=[CH:21][CH:20]=2)[C:3]=1[C:27]([C:29]1[CH:30]=[N:31][CH:32]=[CH:33][CH:34]=1)=[O:28].C(=O)([O-])[O-].[K+].[K+].Cl[CH2:42][C:43]1[O:47][C:46]([C:48]([O:50][CH3:51])=[O:49])=[CH:45][CH:44]=1. (8) Product: [S:9]1[CH:13]=[C:12]([NH:14][C:5](=[O:7])[CH3:6])[N:11]=[CH:10]1. Reactant: C(O[C:5](=[O:7])[CH3:6])(=O)C.Cl.[S:9]1[CH:13]=[C:12]([NH2:14])[N:11]=[CH:10]1.C(N(CC)CC)C. The catalyst class is: 34. (9) Reactant: [Cl:1][C:2]1[CH:3]=[CH:4][C:5]2[N:6]([N:12]=[C:13]([N:27]3[CH2:31][CH2:30][CH2:29][CH2:28]3)[C:14]=2[CH:15](O)[C:16]2[N:21]=[C:20]([C:22]([O:24][CH3:25])=[O:23])[CH:19]=[CH:18][CH:17]=2)[C:7]=1[Si:8]([CH3:11])([CH3:10])[CH3:9].C([SiH](CC)CC)C.FC(F)(F)C(O)=O.C(=O)(O)[O-].[Na+]. Product: [Cl:1][C:2]1[CH:3]=[CH:4][C:5]2[N:6]([N:12]=[C:13]([N:27]3[CH2:31][CH2:30][CH2:29][CH2:28]3)[C:14]=2[CH2:15][C:16]2[N:21]=[C:20]([C:22]([O:24][CH3:25])=[O:23])[CH:19]=[CH:18][CH:17]=2)[C:7]=1[Si:8]([CH3:11])([CH3:10])[CH3:9]. The catalyst class is: 4.